From a dataset of Catalyst prediction with 721,799 reactions and 888 catalyst types from USPTO. Predict which catalyst facilitates the given reaction. (1) Reactant: FC(F)(F)C([O-])=O.[OH:8][CH2:9][CH2:10][CH2:11][N:12]1[CH2:18][CH2:17][CH2:16][C@H:15]([NH3+:19])[CH2:14][CH2:13]1.C(N(CC)CC)C.[CH2:27]1[C:32](=[O:33])[N:31]([O:34][C:35](ON2C(=O)CCC2=O)=[O:36])[C:29](=[O:30])[CH2:28]1. Product: [OH:8][CH2:9][CH2:10][CH2:11][N:12]1[CH2:18][CH2:17][CH2:16][C@H:15]([NH:19][C:35]([O:34][N:31]2[C:32](=[O:33])[CH2:27][CH2:28][C:29]2=[O:30])=[O:36])[CH2:14][CH2:13]1. The catalyst class is: 10. (2) Reactant: C(C1C=CC(C(C)(CCCCC(=O)CCCCC(C2C=CC(CC(C)C)=CC=2)(C)C(O)=O)C(O)=O)=CC=1)C(C)C.C([O:43][C:44](=[O:68])[C:45]([CH3:67])([CH3:66])[CH2:46][CH2:47][CH2:48][CH2:49][CH2:50][C:51](=[O:65])[CH2:52][CH2:53][CH2:54][CH2:55][CH2:56][C:57]([CH3:64])([CH3:63])[C:58]([O:60]CC)=[O:59])C.[OH-].[K+]. Product: [CH3:63][C:57]([CH3:64])([CH2:56][CH2:55][CH2:54][CH2:53][CH2:52][C:51](=[O:65])[CH2:50][CH2:49][CH2:48][CH2:47][CH2:46][C:45]([CH3:67])([CH3:66])[C:44]([OH:68])=[O:43])[C:58]([OH:60])=[O:59]. The catalyst class is: 40. (3) Reactant: Cl.[CH3:2][NH:3][O:4][CH3:5].C(N(CC)CC)C.[Cl:13][CH2:14][CH2:15][CH2:16][C:17](Cl)=[O:18]. Product: [Cl:13][CH2:14][CH2:15][CH2:16][C:17]([N:3]([O:4][CH3:5])[CH3:2])=[O:18]. The catalyst class is: 4. (4) Reactant: [Cl:1][C:2]1[CH:3]=[C:4]([CH:27]=[CH:28][C:29]=1[I:30])[CH2:5][C@H:6]([NH:19][C:20](=[O:26])[O:21][C:22]([CH3:25])([CH3:24])[CH3:23])[C:7](=O)[NH:8][CH2:9][C:10](=O)[C:11]1[CH:16]=[CH:15][CH:14]=[CH:13][CH:12]=1.C([O-])(=O)C.[NH4+:35]. Product: [Cl:1][C:2]1[CH:3]=[C:4]([CH2:5][C@H:6]([NH:19][C:20](=[O:26])[O:21][C:22]([CH3:25])([CH3:24])[CH3:23])[C:7]2[NH:35][C:10]([C:11]3[CH:16]=[CH:15][CH:14]=[CH:13][CH:12]=3)=[CH:9][N:8]=2)[CH:27]=[CH:28][C:29]=1[I:30]. The catalyst class is: 3. (5) Reactant: [CH3:1][N:2]1[CH:6]=[C:5]([NH:7][C:8]2[N:9]=[C:10]([O:31][C:32]3[CH:33]=[C:34]([NH:38][C:39](=[O:42])[CH:40]=[CH2:41])[CH:35]=[CH:36][CH:37]=3)[C:11]3[C:16]([C:17]4[CH:18]=[N:19][CH:20]=[CH:21][CH:22]=4)=[CH:15][N:14](COCC[Si](C)(C)C)[C:12]=3[N:13]=2)[CH:4]=[N:3]1.C(O)(C(F)(F)F)=O.C(O)C.C([O-])([O-])=O.[K+].[K+]. Product: [CH3:1][N:2]1[CH:6]=[C:5]([NH:7][C:8]2[N:9]=[C:10]([O:31][C:32]3[CH:33]=[C:34]([NH:38][C:39](=[O:42])[CH:40]=[CH2:41])[CH:35]=[CH:36][CH:37]=3)[C:11]3[C:16]([C:17]4[CH:18]=[N:19][CH:20]=[CH:21][CH:22]=4)=[CH:15][NH:14][C:12]=3[N:13]=2)[CH:4]=[N:3]1. The catalyst class is: 34. (6) Reactant: [I:1][C:2]1[CH:3]=[C:4]2[C:8](=[CH:9][CH:10]=1)[NH:7][CH:6]=[C:5]2[C@H:11]1[CH2:15][CH2:14][CH2:13][C@@H:12]1[CH:16]=O.[CH3:18][NH:19][CH3:20].C(O)(=O)C.[BH-](OC(C)=O)(OC(C)=O)OC(C)=O.[Na+]. Product: [I:1][C:2]1[CH:3]=[C:4]2[C:8](=[CH:9][CH:10]=1)[NH:7][CH:6]=[C:5]2[C@@H:11]1[CH2:15][CH2:14][CH2:13][C@H:12]1[CH2:16][N:19]([CH3:20])[CH3:18]. The catalyst class is: 92.